This data is from Reaction yield outcomes from USPTO patents with 853,638 reactions. The task is: Predict the reaction yield, written as a fraction of the theoretical maximum amount of product (1.0 means a 100% yield; for example, 0.34 means a 34% yield). (1) The reactants are [CH2:1]([NH:3][C:4]([C:6]1[CH:11]=[CH:10][C:9](B(O)O)=[CH:8][CH:7]=1)=[O:5])[CH3:2].Br[C:16]1[CH:21]=[CH:20][C:19]([O:22][CH2:23][CH:24]2[CH2:29][CH2:28][N:27]([C:30]([O:32][CH:33]([CH3:35])[CH3:34])=[O:31])[CH2:26][CH2:25]2)=[CH:18][CH:17]=1.C([O-])([O-])=O.[Na+].[Na+]. The catalyst is Cl[Pd](Cl)([P](C1C=CC=CC=1)(C1C=CC=CC=1)C1C=CC=CC=1)[P](C1C=CC=CC=1)(C1C=CC=CC=1)C1C=CC=CC=1.COCCOC. The product is [CH2:1]([NH:3][C:4]([C:6]1[CH:11]=[CH:10][C:9]([C:16]2[CH:17]=[CH:18][C:19]([O:22][CH2:23][CH:24]3[CH2:25][CH2:26][N:27]([C:30]([O:32][CH:33]([CH3:35])[CH3:34])=[O:31])[CH2:28][CH2:29]3)=[CH:20][CH:21]=2)=[CH:8][CH:7]=1)=[O:5])[CH3:2]. The yield is 0.260. (2) The reactants are [CH:1]([N:4]1[C:8]([C:9]2[S:10][C:11]3[CH2:12][CH2:13][O:14][C:15]4[CH:22]=[CH:21][C:20]([C:23]5[C:24](=[O:29])[NH:25][CH:26]=[CH:27][CH:28]=5)=[CH:19][C:16]=4[C:17]=3[N:18]=2)=[N:7][CH:6]=[N:5]1)([CH3:3])[CH3:2].Cl.Cl[CH2:32][CH2:33][N:34]1[CH2:39][CH2:38][O:37][CH2:36][CH2:35]1. No catalyst specified. The product is [CH:1]([N:4]1[C:8]([C:9]2[S:10][C:11]3[CH2:12][CH2:13][O:14][C:15]4[CH:22]=[CH:21][C:20]([C:23]5[C:24](=[O:29])[N:25]([CH2:32][CH2:33][N:34]6[CH2:39][CH2:38][O:37][CH2:36][CH2:35]6)[CH:26]=[CH:27][CH:28]=5)=[CH:19][C:16]=4[C:17]=3[N:18]=2)=[N:7][CH:6]=[N:5]1)([CH3:3])[CH3:2]. The yield is 0.0200. (3) The reactants are [Cl:1][C:2]1[C:7]([CH3:8])=[CH:6][CH:5]=[C:4]([F:9])[C:3]=1[CH2:10][C:11](O)=O.[C:14]1([NH:20][C:21](=[S:24])[NH:22][NH2:23])[CH:19]=[CH:18][CH:17]=[CH:16][CH:15]=1. No catalyst specified. The product is [Cl:1][C:2]1[C:7]([CH3:8])=[CH:6][CH:5]=[C:4]([F:9])[C:3]=1[CH2:10][C:11]1[N:20]([C:14]2[CH:15]=[CH:16][CH:17]=[CH:18][CH:19]=2)[C:21](=[S:24])[NH:22][N:23]=1. The yield is 0.480. (4) The reactants are [O:1]=[C:2]1[CH2:7][N:6]([C:8]([O:10][CH2:11][C:12]2[CH:17]=[CH:16][CH:15]=[CH:14][CH:13]=2)=[O:9])[C@H:5]([C:18]([O:20][C:21]([CH3:24])([CH3:23])[CH3:22])=[O:19])[CH2:4][CH2:3]1.[BH4-].[Na+].[Cl-].[NH4+]. The catalyst is C(O)C. The product is [OH:1][C@@H:2]1[CH2:7][N:6]([C:8]([O:10][CH2:11][C:12]2[CH:17]=[CH:16][CH:15]=[CH:14][CH:13]=2)=[O:9])[C@H:5]([C:18]([O:20][C:21]([CH3:24])([CH3:23])[CH3:22])=[O:19])[CH2:4][CH2:3]1. The yield is 0.910.